Dataset: Forward reaction prediction with 1.9M reactions from USPTO patents (1976-2016). Task: Predict the product of the given reaction. (1) The product is: [F:1][C:2]1([F:32])[C:8]([CH3:10])([CH3:9])[O:7][CH2:6][C:5](=[S:42])[NH:4][C@@:3]1([C:13]1[CH:18]=[C:17]([C:19]2[CH:20]=[N:21][N:22]([C:24]3[CH:29]=[CH:28][C:27]([F:30])=[CH:26][CH:25]=3)[CH:23]=2)[CH:16]=[CH:15][C:14]=1[F:31])[CH3:12]. Given the reactants [F:1][C:2]1([F:32])[C:8]([CH3:10])([CH3:9])[O:7][CH2:6][C:5](=O)[NH:4][C@@:3]1([C:13]1[CH:18]=[C:17]([C:19]2[CH:20]=[N:21][N:22]([C:24]3[CH:29]=[CH:28][C:27]([F:30])=[CH:26][CH:25]=3)[CH:23]=2)[CH:16]=[CH:15][C:14]=1[F:31])[CH3:12].COC1C=CC(P2(SP(C3C=CC(OC)=CC=3)(=S)S2)=[S:42])=CC=1, predict the reaction product. (2) Given the reactants [CH3:1][C:2]([N+:5]([O-:7])=O)([CH3:4])[CH3:3].[CH:8](=O)[CH:9]([CH3:11])[CH3:10].[Cl-].[NH4+].C(OCC)C, predict the reaction product. The product is: [C:2]([N+:5]([O-:7])=[CH:8][CH:9]([CH3:11])[CH3:10])([CH3:4])([CH3:3])[CH3:1].